From a dataset of Human Reference Interactome with 51,813 positive PPI pairs across 8,248 proteins, plus equal number of experimentally-validated negative pairs. Binary Classification. Given two protein amino acid sequences, predict whether they physically interact or not. (1) Protein 1 (ENSG00000197958) has sequence MPPKFDPNEIKVVYLRCTGGEVGATSALAPKIGPLGLSPKKVGDDIAKATGDWKGLRITVKLTIQNRQAQIEVVPSASALIIKALKEPPRDRKKQKNIKHSGNITFDEIVNIARQMRHRSLARELSGTIKEILGTAQSVGCNVDGRHPHDIIDDINSGAVECPAS*MPPKFDPNEIKVVYLRCTGGEVGATSALAPKIGPLGLIEVVPSASALIIKALKEPPRDRKKQKNIKHSGNITFDEIVNIARQMRHRSLARELSGTIKEILGTAQSVGCNVDGRHPHDIIDDINSGAVECPAS*. Protein 2 (ENSG00000110768) has sequence MATSSEEVLLIVKKVRQKKQDGALYLMAERIAWAPEGKDRFTISHMYADIKCQKISPEGKAKIQLQLVLHAGDTTNFHFSNESTAVKERDAVKDLLQQLLPKFKRKANKELEEKNRMLQEDPVLFQLYKDLVVSQVISAEEFWANRLNVNATDSSSTSNHKQDVGISAAFLADVRPQTDGCNGLRYNLTSDIIESIFRTYPAVKMKYAENVPHNMTEKEFWTRFFQSHYFHRDRLNTGSKDLFAECAKIDEKGLKTMVSLGVKNPLLDLTALEDKPLDEGYGISSVPSASNSKSIKENSN.... Result: 0 (the proteins do not interact). (2) Protein 1 (ENSG00000160471) has sequence MLDVEAQEPPKGKWSTPPFDPRFPSQNQIRNCYQNFLDYHRCLKTRTRRGKSTQPCEYYFRVYHSLCPISWVESWNEQIKNGIFAGKI*. Protein 2 (ENSG00000248099) has sequence MDPRLPAWALVLLGPALVFALGPAPTPEMREKLCGHHFVRALVRVCGGPRWSTEARRPATGGDRELLQWLERRHLLHGLVADSNLTLGPGLQPLPQTSHHHRHHRAAATNPARYCCLSGCTQQDLLTLCPY*MDPRLPAWALVLLGPALVFALGPAPTPEMREKLCGHHFVRALVRVCGGPRWSTEARRPATGGDQRESHSVSQAGLKLLSSSNPPTLTFQSVGISDVSCYSGWRDDICSMGWWPTVISRWDLACSPCPRPLTITATTVQLPPTLHATAASVAVPNKTC*XDPRLPAWAL.... Result: 0 (the proteins do not interact). (3) Protein 1 (ENSG00000162734) has sequence MAEYGTLLQDLTNNITLEDLEQLKSACKEDIPSEKNNLSYIEHIFEISRRPDLLTMVVDYRTRVLKISEEDELDTKLTRIPSAKKYKDIIRQPSEEEIIKLAPPPKKA*MEDEGNKLCQAPPWPGQTSPVMAEYGTLLQDLTNNITLEDLEQLKSACKEDIPSEKSEEITTGSAWFSFLESHNKLDKDNLSYIEHIFEISRRPDLLTMVVDYRTRVLKISEEDELDTKLTRIPSAKKYKDIIRQPSEEEIIKLAPPPKKA*MAEYGTLLQDLTNNITLEDLEQLKSACKEDIPSEKSEEI.... Protein 2 (ENSG00000139648) has sequence MSRQFTCKSGAAAKGGFSGCSAVLSGGSSSSFRAGSKGLSGGFGSRSLYSLGGVRSLNVASGSGKSGGYGFGRGRASGFAGSMFGSVALGPVCPTVCPPGGIHQVTVNESLLAPLNVELDPEIQKVRAQEREQIKALNNKFASFIDKVRFLEQQNQVLETKWELLQQLDLNNCKNNLEPILEGYISNLRKQLETLSGDRVRLDSELRNVRDVVEDYKKRYEEEINKRTAAENEFVLLKKDVDAAYANKVELQAKVESMDQEIKFFRCLFEAEITQIQSHISDMSVILSMDNNRNLDLDSI.... Result: 0 (the proteins do not interact).